This data is from Forward reaction prediction with 1.9M reactions from USPTO patents (1976-2016). The task is: Predict the product of the given reaction. (1) Given the reactants Cl[C:2]1[C:7]([NH2:8])=[C:6]([Cl:9])[N:5]=[C:4]([CH3:10])[N:3]=1.[Cl:11][C:12]1[CH:17]=[CH:16][C:15]([NH2:18])=[CH:14][CH:13]=1.C(O)C.Cl, predict the reaction product. The product is: [Cl:9][C:6]1[N:5]=[C:4]([CH3:10])[N:3]=[C:2]([NH:18][C:15]2[CH:16]=[CH:17][C:12]([Cl:11])=[CH:13][CH:14]=2)[C:7]=1[NH2:8]. (2) Given the reactants [Br:1][C:2]1[CH:7]=[CH:6][C:5]([OH:8])=[CH:4][C:3]=1[C:9]([F:12])([F:11])[F:10].[H-].[Na+].[F:15][C:16]([F:25])([F:24])[C:17]1([C:20]([F:23])([F:22])[F:21])[CH2:19][O:18]1, predict the reaction product. The product is: [Br:1][C:2]1[CH:7]=[CH:6][C:5]([O:8][CH2:19][C:17]([OH:18])([C:16]([F:15])([F:24])[F:25])[C:20]([F:23])([F:22])[F:21])=[CH:4][C:3]=1[C:9]([F:10])([F:11])[F:12]. (3) The product is: [C:1]([O:5][C:6]([N:8]1[CH2:9][CH2:10][CH:11]([CH:14]([N:17]2[CH2:18][CH2:19][CH:20]([C:23]3[C:31]4[C:26](=[CH:27][CH:28]=[CH:29][CH:30]=4)[NH:25][CH:24]=3)[CH2:21][CH2:22]2)[CH2:15][NH:16][C:32](=[O:34])[CH3:33])[CH2:12][CH2:13]1)=[O:7])([CH3:4])([CH3:2])[CH3:3]. Given the reactants [C:1]([O:5][C:6]([N:8]1[CH2:13][CH2:12][CH:11]([CH:14]([N:17]2[CH2:22][CH2:21][CH:20]([C:23]3[C:31]4[C:26](=[CH:27][CH:28]=[CH:29][CH:30]=4)[NH:25][CH:24]=3)[CH2:19][CH2:18]2)[CH2:15][NH2:16])[CH2:10][CH2:9]1)=[O:7])([CH3:4])([CH3:3])[CH3:2].[C:32](OC(=O)C)(=[O:34])[CH3:33], predict the reaction product. (4) Given the reactants [F:1][C:2]([F:20])([F:19])[C:3]1[CH:8]=[CH:7][C:6]([C:9]2[S:10][CH:11]=[C:12]([C:14](OCC)=[O:15])[N:13]=2)=[CH:5][CH:4]=1.[H-].[H-].[H-].[H-].[Li+].[Al+3], predict the reaction product. The product is: [F:20][C:2]([F:1])([F:19])[C:3]1[CH:4]=[CH:5][C:6]([C:9]2[S:10][CH:11]=[C:12]([CH2:14][OH:15])[N:13]=2)=[CH:7][CH:8]=1. (5) The product is: [F:1][C:2]1[CH:10]=[C:9]([F:11])[CH:8]=[C:7]([NH:12][C:13]2[N:18]=[C:17]([NH:19][C:20]3[CH:25]=[CH:24][C:23]([N:26]4[CH2:27][CH2:28][N:29]([CH:32]([CH3:33])[CH3:34])[CH2:30][CH2:31]4)=[CH:22][C:21]=3[O:35][CH3:36])[NH:16][C:15]3=[N:37][CH:38]=[CH:39][C:14]=23)[C:3]=1[C:4]([NH2:6])=[O:5]. Given the reactants [F:1][C:2]1[CH:10]=[C:9]([F:11])[CH:8]=[C:7]([NH:12][C:13]2[C:14]3[CH:39]=[CH:38][N:37](S(C4C=CC(C)=CC=4)(=O)=O)[C:15]=3[N:16]=[C:17]([NH:19][C:20]3[CH:25]=[CH:24][C:23]([N:26]4[CH2:31][CH2:30][N:29]([CH:32]([CH3:34])[CH3:33])[CH2:28][CH2:27]4)=[CH:22][C:21]=3[O:35][CH3:36])[N:18]=2)[C:3]=1[C:4]([NH2:6])=[O:5].[OH-].[K+], predict the reaction product. (6) Given the reactants [OH:1][CH2:2][C:3]1[CH:8]=[CH:7][NH:6][C:5](=[O:9])[CH:4]=1.[Si:10](Cl)([C:13]([CH3:16])([CH3:15])[CH3:14])([CH3:12])[CH3:11].N1C=CN=C1, predict the reaction product. The product is: [Si:10]([O:1][CH2:2][C:3]1[CH:8]=[CH:7][NH:6][C:5](=[O:9])[CH:4]=1)([C:13]([CH3:16])([CH3:15])[CH3:14])([CH3:12])[CH3:11]. (7) Given the reactants B1C2CCCC1CCC2.[CH2:10]([NH:13][S:14]([CH2:17][CH2:18][CH3:19])(=[O:16])=[O:15])[CH:11]=[CH2:12].FC(F)(F)S(O[C:26]1[CH:35]=[CH:34][C:33]2[CH2:32][CH2:31][CH:30]([NH:36][C:37]([O:39][C:40]([CH3:43])([CH3:42])[CH3:41])=[O:38])[CH:29]([CH2:44][C:45]3[CH:50]=[CH:49][C:48]([Cl:51])=[CH:47][CH:46]=3)[C:28]=2[CH:27]=1)(=O)=O.C1(P(C2C=CC=CC=2)C2C=CC=CC=2)C=CC=CC=1.C(=O)([O-])[O-].[Cs+].[Cs+], predict the reaction product. The product is: [C:40]([O:39][C:37](=[O:38])[NH:36][CH:30]1[CH2:31][CH2:32][C:33]2[C:28](=[CH:27][C:26]([CH2:12][CH2:11][CH2:10][NH:13][S:14]([CH2:17][CH2:18][CH3:19])(=[O:16])=[O:15])=[CH:35][CH:34]=2)[CH:29]1[CH2:44][C:45]1[CH:50]=[CH:49][C:48]([Cl:51])=[CH:47][CH:46]=1)([CH3:43])([CH3:41])[CH3:42]. (8) Given the reactants [CH2:1]([N:8]1[CH:14]2[CH2:15][CH2:16][CH2:17][CH:9]1[CH2:10][NH:11][C:12](=O)[CH2:13]2)[C:2]1[CH:7]=[CH:6][CH:5]=[CH:4][CH:3]=1.[H-].[H-].[H-].[H-].[Li+].[Al+3].O.S([O-])([O-])(=O)=O.[Na+].[Na+], predict the reaction product. The product is: [CH2:1]([N:8]1[CH:14]2[CH2:15][CH2:16][CH2:17][CH:9]1[CH2:10][NH:11][CH2:12][CH2:13]2)[C:2]1[CH:3]=[CH:4][CH:5]=[CH:6][CH:7]=1. (9) Given the reactants [C:1]([O:5][C:6](=[O:26])[CH:7]([N:12]=[C:13]([C:20]1[CH:25]=[CH:24][CH:23]=[CH:22][CH:21]=1)[C:14]1[CH:19]=[CH:18][CH:17]=[CH:16][CH:15]=1)[CH2:8][CH2:9][CH:10]=[CH2:11])([CH3:4])([CH3:3])[CH3:2].C[Si]([N-][Si](C)(C)C)(C)C.[Na+].[C:37](Cl)(=[O:44])[C:38]1[CH:43]=[CH:42][CH:41]=[CH:40][CH:39]=1, predict the reaction product. The product is: [C:1]([O:5][C:6](=[O:26])[C:7]([N:12]=[C:13]([C:20]1[CH:21]=[CH:22][CH:23]=[CH:24][CH:25]=1)[C:14]1[CH:15]=[CH:16][CH:17]=[CH:18][CH:19]=1)([C:37](=[O:44])[C:38]1[CH:43]=[CH:42][CH:41]=[CH:40][CH:39]=1)[CH2:8][CH2:9][CH:10]=[CH2:11])([CH3:2])([CH3:3])[CH3:4].